This data is from Catalyst prediction with 721,799 reactions and 888 catalyst types from USPTO. The task is: Predict which catalyst facilitates the given reaction. (1) Reactant: [NH2:1][C:2]1[CH:3]=[CH:4][C:5]([CH3:26])=[C:6]([C:8]([C:10]2[CH:15]=[CH:14][C:13]([NH:16][C:17]3[CH:22]=[CH:21][C:20]([F:23])=[CH:19][C:18]=3[F:24])=[CH:12][C:11]=2[Cl:25])=[O:9])[CH:7]=1.[N:27]([CH2:30][C:31]([O:33][CH2:34][CH3:35])=[O:32])=[C:28]=[O:29]. Product: [CH2:34]([O:33][C:31](=[O:32])[CH2:30][NH:27][C:28]([NH:1][C:2]1[CH:3]=[CH:4][C:5]([CH3:26])=[C:6]([C:8](=[O:9])[C:10]2[CH:15]=[CH:14][C:13]([NH:16][C:17]3[CH:22]=[CH:21][C:20]([F:23])=[CH:19][C:18]=3[F:24])=[CH:12][C:11]=2[Cl:25])[CH:7]=1)=[O:29])[CH3:35]. The catalyst class is: 17. (2) Product: [C:12]([O:15][C:9]1[CH:8]=[CH:7][C:5]2[O:6][C:2]([CH3:11])([CH3:1])[O:3][C:4]=2[CH:10]=1)(=[O:14])[CH3:13]. Reactant: [CH3:1][C:2]1([CH3:11])[O:6][C:5]2[CH:7]=[CH:8][CH:9]=[CH:10][C:4]=2[O:3]1.[C:12]([O-:15])(=[O:14])[CH3:13].[C:12]([O-:15])(=[O:14])[CH3:13].[C:12]([O-:15])(=[O:14])[CH3:13].[C:12]([O-:15])(=[O:14])[CH3:13].[Pb+4]. The catalyst class is: 15. (3) Product: [C:24]([O:23][C:21](=[O:22])[N:18]([CH:16]([CH3:17])[CH2:15][C:13]1[CH:12]=[CH:11][C:9]2[O:10][CH:6]([C:4](=[O:3])[NH2:28])[O:7][C:8]=2[CH:14]=1)[CH2:19][CH3:20])([CH3:27])([CH3:26])[CH3:25]. The catalyst class is: 5. Reactant: C([O:3][C:4]([CH:6]1[O:10][C:9]2[CH:11]=[CH:12][C:13]([CH2:15][CH:16]([N:18]([C:21]([O:23][C:24]([CH3:27])([CH3:26])[CH3:25])=[O:22])[CH2:19][CH3:20])[CH3:17])=[CH:14][C:8]=2[O:7]1)=O)C.[NH3:28]. (4) Reactant: C([O-])=O.[NH4+].C([NH:12][C:13]1[CH:18]=[CH:17][C:16]([C:19]2[CH:20]=[C:21]3[C:26](=[CH:27][CH:28]=2)[N:25]=[CH:24][C:23]([N:29]2[CH2:34][CH2:33][O:32][CH2:31][CH2:30]2)=[N:22]3)=[CH:15][C:14]=1[N+:35]([O-])=O)C1C=CC=CC=1. Product: [N:29]1([C:23]2[CH:24]=[N:25][C:26]3[C:21]([N:22]=2)=[CH:20][C:19]([C:16]2[CH:15]=[C:14]([NH2:35])[C:13]([NH2:12])=[CH:18][CH:17]=2)=[CH:28][CH:27]=3)[CH2:34][CH2:33][O:32][CH2:31][CH2:30]1. The catalyst class is: 838. (5) Reactant: Cl[C:2]1[N:11]=[C:10]2[C:5]([CH:6]=[C:7]([C:16]([O:18][CH2:19][CH3:20])=[O:17])[C:8]([C:12]([F:15])([F:14])[F:13])=[N:9]2)=[CH:4][C:3]=1[F:21].C([SnH2][C:27]([O:29]CC)=[CH2:28])CCC.C(OC(C1N=C2C(C=CC=N2)=CC=1)=C)C.S(=O)(=O)(O)O. Product: [C:27]([C:2]1[N:11]=[C:10]2[C:5]([CH:6]=[C:7]([C:16]([O:18][CH2:19][CH3:20])=[O:17])[C:8]([C:12]([F:15])([F:14])[F:13])=[N:9]2)=[CH:4][C:3]=1[F:21])(=[O:29])[CH3:28]. The catalyst class is: 11. (6) Reactant: [C:1]([C:3]1[CH:8]=[CH:7][C:6]([C:9]2([O:12][CH2:13][C:14]3[CH:19]=[CH:18][CH:17]=[CH:16][CH:15]=3)[CH2:11][CH2:10]2)=[C:5]([CH2:20][CH3:21])[CH:4]=1)#[CH:2].[CH3:22][O:23][C:24](=[O:33])[CH2:25][C:26]1[CH:31]=[CH:30][C:29](I)=[CH:28][CH:27]=1. Product: [CH2:13]([O:12][C:9]1([C:6]2[CH:7]=[CH:8][C:3]([C:1]#[C:2][C:29]3[CH:30]=[CH:31][C:26]([CH2:25][C:24]([O:23][CH3:22])=[O:33])=[CH:27][CH:28]=3)=[CH:4][C:5]=2[CH2:20][CH3:21])[CH2:11][CH2:10]1)[C:14]1[CH:15]=[CH:16][CH:17]=[CH:18][CH:19]=1. The catalyst class is: 337.